This data is from Full USPTO retrosynthesis dataset with 1.9M reactions from patents (1976-2016). The task is: Predict the reactants needed to synthesize the given product. (1) The reactants are: [CH3:1][C:2]1[N:7]=[C:6]([Sn](CCCC)(CCCC)CCCC)[CH:5]=[CH:4][CH:3]=1.Cl[C:22]1[N:23]=[N:24][C:25]([C:28]2[CH:33]=[CH:32][CH:31]=[CH:30][N:29]=2)=[CH:26][CH:27]=1. Given the product [CH3:1][C:2]1[N:7]=[C:6]([C:22]2[N:23]=[N:24][C:25]([C:28]3[CH:33]=[CH:32][CH:31]=[CH:30][N:29]=3)=[CH:26][CH:27]=2)[CH:5]=[CH:4][CH:3]=1, predict the reactants needed to synthesize it. (2) Given the product [Si:1]([O:8][C@H:9]([CH2:24][O:25][Si:26]([C:29]([CH3:31])([CH3:30])[CH3:32])([CH3:27])[CH3:28])[C@@H:10]([NH:16][C:17](=[O:23])[O:18][C:19]([CH3:22])([CH3:20])[CH3:21])[CH2:11][OH:38])([C:4]([CH3:7])([CH3:5])[CH3:6])([CH3:2])[CH3:3], predict the reactants needed to synthesize it. The reactants are: [Si:1]([O:8][C@H:9]([CH2:24][O:25][Si:26]([C:29]([CH3:32])([CH3:31])[CH3:30])([CH3:28])[CH3:27])[C@@H:10]([NH:16][C:17](=[O:23])[O:18][C:19]([CH3:22])([CH3:21])[CH3:20])[C:11]1SC=CN=1)([C:4]([CH3:7])([CH3:6])[CH3:5])([CH3:3])[CH3:2].FC(S(OC)(=O)=[O:38])(F)F.[BH4-].[Na+].O. (3) Given the product [Cl:1][C:2]1[C:3]([NH:21][C:22]2[CH:27]=[CH:26][CH:25]=[CH:24][CH:23]=2)=[C:4]2[N:10]=[C:9]([C:11]3[CH:16]=[CH:15][C:14]([N+:17]([O-:19])=[O:18])=[CH:13][CH:12]=3)[NH:8][C:5]2=[N:6][CH:7]=1, predict the reactants needed to synthesize it. The reactants are: [Cl:1][C:2]1[C:3](Cl)=[C:4]2[N:10]=[C:9]([C:11]3[CH:16]=[CH:15][C:14]([N+:17]([O-:19])=[O:18])=[CH:13][CH:12]=3)[NH:8][C:5]2=[N:6][CH:7]=1.[NH2:21][C:22]1[CH:27]=[CH:26][CH:25]=[CH:24][CH:23]=1.O.C1(C)C=CC(S(O)(=O)=O)=CC=1.C(OCC)(=O)C. (4) Given the product [C:25]([O:1][N:2]1[C:3](=[O:12])[C:4]2=[CH:11][CH:10]=[CH:9][CH:8]=[C:5]2[C:6]1=[O:7])(=[O:32])[C:26]1[CH:31]=[CH:30][CH:29]=[CH:28][CH:27]=1, predict the reactants needed to synthesize it. The reactants are: [OH:1][N:2]1[C:6](=[O:7])[C:5]2=[CH:8][CH:9]=[CH:10][CH:11]=[C:4]2[C:3]1=[O:12].N1C=CC=CC=1.O1CCOCC1.[C:25](Cl)(=[O:32])[C:26]1[CH:31]=[CH:30][CH:29]=[CH:28][CH:27]=1. (5) Given the product [CH2:1]([O:3][C:4](=[O:25])[CH2:5][C:6]1[CH:11]=[CH:10][CH:9]=[C:8]([O:12][C:13]2[CH:18]=[CH:17][C:16]([C:19]([F:20])([F:21])[F:22])=[CH:15][C:14]=2[CH2:23][NH:24][C:37](=[O:38])[C:36]2[CH:40]=[CH:41][C:33]([Cl:32])=[CH:34][CH:35]=2)[CH:7]=1)[CH3:2], predict the reactants needed to synthesize it. The reactants are: [CH2:1]([O:3][C:4](=[O:25])[CH2:5][C:6]1[CH:11]=[CH:10][CH:9]=[C:8]([O:12][C:13]2[CH:18]=[CH:17][C:16]([C:19]([F:22])([F:21])[F:20])=[CH:15][C:14]=2[CH2:23][NH2:24])[CH:7]=1)[CH3:2].N1C=CC=CC=1.[Cl:32][C:33]1[CH:41]=[CH:40][C:36]([C:37](Cl)=[O:38])=[CH:35][CH:34]=1. (6) Given the product [NH2:5][C:8]1[CH:17]=[C:16]2[C:11]([CH2:12][CH2:13][CH2:14][C:15]2=[O:18])=[CH:10][C:9]=1[O:19][CH3:20], predict the reactants needed to synthesize it. The reactants are: C(O)(=O)C.[N+:5]([C:8]1[CH:17]=[C:16]2[C:11]([CH2:12][CH2:13][CH2:14][C:15]2=[O:18])=[CH:10][C:9]=1[O:19][CH3:20])([O-])=O.C([O-])(O)=O.[Na+]. (7) The reactants are: C(=[N:14][C:15]1[C:24]([O:25][CH2:26][C:27]2[CH:32]=[CH:31][CH:30]=[CH:29][CH:28]=2)=[CH:23][C:22]2[C:17](=[CH:18][CH:19]=[C:20]([O:33][CH2:34][C:35]3[CH:40]=[CH:39][CH:38]=[CH:37][CH:36]=3)[CH:21]=2)[CH:16]=1)(C1C=CC=CC=1)C1C=CC=CC=1.Cl.[OH-].[Na+]. Given the product [CH2:26]([O:25][C:24]1[C:15]([NH2:14])=[CH:16][C:17]2[C:22]([CH:23]=1)=[CH:21][C:20]([O:33][CH2:34][C:35]1[CH:40]=[CH:39][CH:38]=[CH:37][CH:36]=1)=[CH:19][CH:18]=2)[C:27]1[CH:28]=[CH:29][CH:30]=[CH:31][CH:32]=1, predict the reactants needed to synthesize it. (8) Given the product [CH2:12]([O:11][C@H:9]1[C@H:14]([O:60][CH2:58][C:57]2[CH:13]=[CH:14][CH:9]=[CH:10][CH:54]=2)[C@@H:13]([O:23][CH2:24][C:25]2[CH:26]=[CH:27][CH:28]=[CH:29][CH:30]=2)[C@:12]2([C:33]3[CH:38]=[CH:37][C:36]([Cl:39])=[C:35]([CH2:40][C:41]4[CH:42]=[CH:43][C:44]([O:47][CH2:48][CH:49]([F:50])[F:51])=[CH:45][CH:46]=4)[CH:34]=3)[O:11][C@@:10]1([CH2:54][OH:55])[CH2:32][O:31]2)[C:33]1[CH:38]=[CH:37][CH:36]=[CH:35][CH:34]=1, predict the reactants needed to synthesize it. The reactants are: C(O[C@H:9]1[C@H:14](OCC2C=CC=CC=2)[C@@H:13]([O:23][CH2:24][C:25]2[CH:30]=[CH:29][CH:28]=[CH:27][CH:26]=2)[C@@:12]([C:33]2[CH:38]=[CH:37][C:36]([Cl:39])=[C:35]([CH2:40][C:41]3[CH:46]=[CH:45][C:44]([O:47][CH2:48][CH:49]([F:51])[F:50])=[CH:43][CH:42]=3)[CH:34]=2)([O:31][CH3:32])[O:11][C:10]1([CH2:54][OH:55])CO)C1C=CC=CC=1.F[C:57](F)(F)[C:58]([OH:60])=O. (9) Given the product [C:9]([O:13][C:14]([N:16]1[CH2:21][CH2:20][N:19]([C:7]2[C:2]([Cl:1])=[N:3][CH:4]=[CH:5][CH:6]=2)[CH2:18][CH2:17]1)=[O:15])([CH3:12])([CH3:10])[CH3:11], predict the reactants needed to synthesize it. The reactants are: [Cl:1][C:2]1[C:7](I)=[CH:6][CH:5]=[CH:4][N:3]=1.[C:9]([O:13][C:14]([N:16]1[CH2:21][CH2:20][NH:19][CH2:18][CH2:17]1)=[O:15])([CH3:12])([CH3:11])[CH3:10].C1(P(C2C=CC=CC=2)C2C=CC3C(=CC=CC=3)C=2C2C3C(=CC=CC=3)C=CC=2P(C2C=CC=CC=2)C2C=CC=CC=2)C=CC=CC=1.C(N(CC)CC)C.C(=O)([O-])[O-].[Cs+].[Cs+]. (10) The reactants are: [O:1]1[CH2:3][CH:2]1[C:4]1[CH:9]=[CH:8][N:7]=[CH:6][CH:5]=1.[N:10]1[CH:15]=[CH:14][N:13]=[CH:12][C:11]=1[N:16]1[CH2:21][CH2:20][NH:19][CH2:18][CH2:17]1. Given the product [N:7]1[CH:8]=[CH:9][C:4]([CH:2]([OH:1])[CH2:3][N:19]2[CH2:20][CH2:21][N:16]([C:11]3[CH:12]=[N:13][CH:14]=[CH:15][N:10]=3)[CH2:17][CH2:18]2)=[CH:5][CH:6]=1, predict the reactants needed to synthesize it.